From a dataset of Full USPTO retrosynthesis dataset with 1.9M reactions from patents (1976-2016). Predict the reactants needed to synthesize the given product. Given the product [Br:1][C:9]1[CH:10]=[CH:11][C:6]([CH:3]2[CH2:5][CH2:4]2)=[CH:7][CH:8]=1, predict the reactants needed to synthesize it. The reactants are: [Br:1]Br.[CH:3]1([C:6]2[CH:11]=[CH:10][CH:9]=[CH:8][CH:7]=2)[CH2:5][CH2:4]1.S([O-])([O-])=O.[Na+].[Na+].O.